Task: Regression/Classification. Given a drug SMILES string, predict its absorption, distribution, metabolism, or excretion properties. Task type varies by dataset: regression for continuous measurements (e.g., permeability, clearance, half-life) or binary classification for categorical outcomes (e.g., BBB penetration, CYP inhibition). For this dataset (b3db_regression), we predict Y.. Dataset: Blood-brain barrier permeability regression values from the B3DB database (1) The drug is C1C(=O)NC(=O)N1/N=C/C2=CC=C(O2)[N+](=O)[O-]. The Y is -2.09 log(BB ratio). (2) The molecule is CN=C(C[N+](=O)[O-])NCCSCC1=CC=C(O1)CN(C)C. The Y is -1.23 log(BB ratio). (3) The compound is CCCCCCN1CCN(CC1)C2=CC=C(C=C2)I. The Y is 1.01 log(BB ratio).